From a dataset of Full USPTO retrosynthesis dataset with 1.9M reactions from patents (1976-2016). Predict the reactants needed to synthesize the given product. (1) Given the product [NH2:1][C:2]1[C:3]([C:7]2[N:8]([CH2:30][CH3:31])[C:9]3[C:14]([O:15][CH2:16][C@H:17]4[O:22][CH2:21][CH2:20][N:19]([CH2:32][CH3:33])[CH2:18]4)=[CH:13][N:12]=[C:11]([C:23]#[C:24][C:25]([CH3:26])([OH:27])[CH3:28])[C:10]=3[N:29]=2)=[N:4][O:5][N:6]=1, predict the reactants needed to synthesize it. The reactants are: [NH2:1][C:2]1[C:3]([C:7]2[N:8]([CH2:30][CH3:31])[C:9]3[C:14]([O:15][CH2:16][C@H:17]4[O:22][CH2:21][CH2:20][NH:19][CH2:18]4)=[CH:13][N:12]=[C:11]([C:23]#[C:24][C:25]([CH3:28])([OH:27])[CH3:26])[C:10]=3[N:29]=2)=[N:4][O:5][N:6]=1.[CH:32](=O)[CH3:33].C(O)(=O)C.[BH3-]C#N.[Na+].C([O-])(O)=O.[Na+]. (2) Given the product [C:1]([C:3]1[CH:4]=[CH:5][C:6]([O:7][C:8]2[CH:9]=[C:10]([CH:14]=[C:15]([O:17][C:18]3[CH:19]=[CH:20][C:21]([C:24]#[N:25])=[CH:22][CH:23]=3)[CH:16]=2)[C:11]([NH:35][CH:32]2[CH2:33][CH2:34][CH:29]([CH3:28])[CH2:30][CH2:31]2)=[O:12])=[CH:26][CH:27]=1)#[N:2], predict the reactants needed to synthesize it. The reactants are: [C:1]([C:3]1[CH:27]=[CH:26][C:6]([O:7][C:8]2[CH:9]=[C:10]([CH:14]=[C:15]([O:17][C:18]3[CH:23]=[CH:22][C:21]([C:24]#[N:25])=[CH:20][CH:19]=3)[CH:16]=2)[C:11](O)=[O:12])=[CH:5][CH:4]=1)#[N:2].[CH3:28][CH:29]1[CH2:34][CH2:33][CH:32]([NH2:35])[CH2:31][CH2:30]1. (3) Given the product [F:1][C:2]([F:27])([F:28])[C:3]1[CH:22]=[C:21]([C:23]([F:26])([F:25])[F:24])[CH:20]=[CH:19][C:4]=1[CH2:5][O:6][C:7]1[CH:16]=[CH:15][C:14](/[CH:17]=[C:35]2/[C:31]([NH:30][CH3:29])=[N:32][C:33](=[O:36])[S:34]/2)=[CH:13][C:8]=1[C:9]([O:11][CH3:12])=[O:10], predict the reactants needed to synthesize it. The reactants are: [F:1][C:2]([F:28])([F:27])[C:3]1[CH:22]=[C:21]([C:23]([F:26])([F:25])[F:24])[CH:20]=[CH:19][C:4]=1[CH2:5][O:6][C:7]1[CH:16]=[CH:15][C:14]([CH:17]=O)=[CH:13][C:8]=1[C:9]([O:11][CH3:12])=[O:10].[CH3:29][NH:30][C:31]1[CH2:35][S:34][C:33](=[O:36])[N:32]=1.CC(C)([O-])C.[K+]. (4) Given the product [CH2:44]([O:43][C:41](=[O:42])[CH2:40][O:20][C@H:17]1[CH2:16][CH2:15][C@H:14]([N:8]2[C:7](=[O:21])[C:6]([CH2:22][C:23]3[CH:28]=[CH:27][C:26]([C:29]4[CH:34]=[CH:33][CH:32]=[CH:31][C:30]=4[C:35]#[N:36])=[C:25]([F:37])[CH:24]=3)=[C:5]([CH2:1][CH2:2][CH2:3][CH3:4])[N:10]3[N:11]=[CH:12][CH:13]=[C:9]23)[CH2:19][CH2:18]1)[CH3:45], predict the reactants needed to synthesize it. The reactants are: [CH2:1]([C:5]1[N:10]2[N:11]=[CH:12][CH:13]=[C:9]2[N:8]([C@H:14]2[CH2:19][CH2:18][C@H:17]([OH:20])[CH2:16][CH2:15]2)[C:7](=[O:21])[C:6]=1[CH2:22][C:23]1[CH:28]=[CH:27][C:26]([C:29]2[C:30]([C:35]#[N:36])=[CH:31][CH:32]=[CH:33][CH:34]=2)=[C:25]([F:37])[CH:24]=1)[CH2:2][CH2:3][CH3:4].[N+](=[CH:40][C:41]([O:43][CH2:44][CH3:45])=[O:42])=[N-].C(OCC)(=O)C.O. (5) The reactants are: [OH:1][C:2]1[N:6]([C:7]2[CH:12]=[C:11]([C:13]#[N:14])[CH:10]=[CH:9][N:8]=2)[N:5]=[CH:4][CH:3]=1.[CH3:15][C:16]1([CH3:27])[CH2:20][C:19]2[CH:21]=[CH:22][CH:23]=[C:24]([CH2:25]O)[C:18]=2[O:17]1. Given the product [CH3:15][C:16]1([CH3:27])[CH2:20][C:19]2[CH:21]=[CH:22][CH:23]=[C:24]([CH2:25][O:1][C:2]3[N:6]([C:7]4[CH:12]=[C:11]([C:13]#[N:14])[CH:10]=[CH:9][N:8]=4)[N:5]=[CH:4][CH:3]=3)[C:18]=2[O:17]1, predict the reactants needed to synthesize it.